This data is from Peptide-MHC class I binding affinity with 185,985 pairs from IEDB/IMGT. The task is: Regression. Given a peptide amino acid sequence and an MHC pseudo amino acid sequence, predict their binding affinity value. This is MHC class I binding data. (1) The peptide sequence is VLYHRYNLV. The MHC is HLA-B83:01 with pseudo-sequence HLA-B83:01. The binding affinity (normalized) is 0.213. (2) The peptide sequence is KSYEHQTPF. The MHC is BoLA-T2a with pseudo-sequence BoLA-T2a. The binding affinity (normalized) is 0.369.